From a dataset of hERG Central: cardiac toxicity at 1µM, 10µM, and general inhibition. Predict hERG channel inhibition at various concentrations. The compound is Clc1cccc(CSc2nnc(-c3cccnc3)n2Cc2ccco2)c1. Results: hERG_inhib (hERG inhibition (general)): blocker.